From a dataset of Reaction yield outcomes from USPTO patents with 853,638 reactions. Predict the reaction yield, written as a fraction of the theoretical maximum amount of product (1.0 means a 100% yield; for example, 0.34 means a 34% yield). (1) The reactants are Cl.I[C:3]1[CH:4]=[C:5]2[C:10](=[CH:11][CH:12]=1)[N:9]([CH2:13][CH:14]1[CH2:18][CH2:17][NH:16][CH2:15]1)[CH:8]=[C:7]([C:19]([O:21][CH2:22][CH3:23])=[O:20])[C:6]2=[O:24].[CH2:25]([NH:27][C:28]([NH:30][C:31]1[CH:36]=[C:35]([C:37]2[S:38][CH:39]=[C:40]([C:42]([F:45])([F:44])[F:43])[N:41]=2)[C:34](B2OC(C)(C)C(C)(C)O2)=[CH:33][N:32]=1)=[O:29])[CH3:26].C(=O)(O)[O-].[Na+]. The catalyst is C(COC)OC.O.Cl[Pd](Cl)([P](C1C=CC=CC=1)(C1C=CC=CC=1)C1C=CC=CC=1)[P](C1C=CC=CC=1)(C1C=CC=CC=1)C1C=CC=CC=1. The product is [CH2:25]([NH:27][C:28](=[O:29])[NH:30][C:31]1[N:32]=[CH:33][C:34]([C:3]2[CH:4]=[C:5]3[C:10](=[CH:11][CH:12]=2)[N:9]([CH2:13][CH:14]2[CH2:18][CH2:17][NH:16][CH2:15]2)[CH:8]=[C:7]([C:19]([O:21][CH2:22][CH3:23])=[O:20])[C:6]3=[O:24])=[C:35]([C:37]2[S:38][CH:39]=[C:40]([C:42]([F:45])([F:44])[F:43])[N:41]=2)[CH:36]=1)[CH3:26]. The yield is 0.804. (2) The reactants are [CH2:1]([C:8]1[CH:9]=[N:10][CH:11]=[CH:12][CH:13]=1)[C:2]1[CH:7]=[CH:6][CH:5]=[CH:4][CH:3]=1. The catalyst is [Pd].C(O)(=O)C. The product is [CH2:1]([CH:8]1[CH2:13][CH2:12][CH2:11][NH:10][CH2:9]1)[C:2]1[CH:7]=[CH:6][CH:5]=[CH:4][CH:3]=1. The yield is 0.420. (3) The reactants are [NH2:1][C:2]1[CH:10]=[C:9]([O:11][CH3:12])[C:8]([O:13][CH3:14])=[CH:7][C:3]=1[C:4](O)=[O:5].CC[N:17]=C=NCCCN(C)C.Cl.C1C=CC2N(O)N=NC=2C=1.CN1CCOCC1.N. The catalyst is O1CCCC1. The product is [NH2:1][C:2]1[CH:10]=[C:9]([O:11][CH3:12])[C:8]([O:13][CH3:14])=[CH:7][C:3]=1[C:4]([NH2:17])=[O:5]. The yield is 0.612.